This data is from Reaction yield outcomes from USPTO patents with 853,638 reactions. The task is: Predict the reaction yield, written as a fraction of the theoretical maximum amount of product (1.0 means a 100% yield; for example, 0.34 means a 34% yield). (1) The reactants are [N:1]1[CH:6]=[CH:5][CH:4]=[C:3]([C:7](O)=[O:8])[C:2]=1[C:10]1[CH:11]=[N:12][CH:13]=[CH:14][CH:15]=1.C(N(CC)CC)C.[BH4-].[Na+].CO.Cl. The catalyst is O1CCCC1. The product is [OH:8][CH2:7][C:3]1[C:2]([C:10]2[CH:11]=[N:12][CH:13]=[CH:14][CH:15]=2)=[N:1][CH:6]=[CH:5][CH:4]=1. The yield is 0.840. (2) The reactants are C([O-])(=O)C.[K+].[B:6].[B].[OH:8][C:9]([C:12]([OH:15])([CH3:14])[CH3:13])([CH3:11])[CH3:10].[CH3:16][O:17][C:18]1[CH:36]=[CH:35][C:21]([CH2:22][N:23]2[C:32]3[C:27](=[CH:28][C:29](Br)=[CH:30][CH:31]=3)[CH:26]=[CH:25][C:24]2=[O:34])=[CH:20][CH:19]=1. The catalyst is CN(C=O)C.C1C=CC(P(C2C=CC=CC=2)[C-]2C=CC=C2)=CC=1.C1C=CC(P(C2C=CC=CC=2)[C-]2C=CC=C2)=CC=1.Cl[Pd]Cl.[Fe+2]. The product is [CH3:16][O:17][C:18]1[CH:36]=[CH:35][C:21]([CH2:22][N:23]2[C:32]3[C:27](=[CH:28][C:29]([B:6]4[O:15][C:12]([CH3:14])([CH3:13])[C:9]([CH3:11])([CH3:10])[O:8]4)=[CH:30][CH:31]=3)[CH:26]=[CH:25][C:24]2=[O:34])=[CH:20][CH:19]=1. The yield is 0.670. (3) The catalyst is CC(O)=O.C(Cl)Cl. The product is [F:1][C:2]1[CH:3]=[C:4]([CH:7]=[CH:8][C:9]=1[N+:10]([O-:12])=[O:11])[CH2:5][N:13]1[CH2:18][CH2:17][CH2:16][CH2:15][CH2:14]1. The yield is 0.582. The reactants are [F:1][C:2]1[CH:3]=[C:4]([CH:7]=[CH:8][C:9]=1[N+:10]([O-:12])=[O:11])[CH:5]=O.[NH:13]1[CH2:18][CH2:17][CH2:16][CH2:15][CH2:14]1.C(O[BH-](OC(=O)C)OC(=O)C)(=O)C.[Na+].[OH-].[Na+]. (4) The reactants are [CH2:1]([C:3]([CH2:10][CH3:11])([C:7]([O-:9])=[O:8])[C:4]([O-:6])=[O:5])[CH3:2].[H-].[Na+].[CH2:14](Br)[CH2:15][CH2:16][CH2:17][CH3:18]. The catalyst is C1COCC1. The product is [CH2:10]([C:3]([CH2:1][CH3:2])([C:7]([O:9][CH2:2][CH2:1][CH2:3][CH2:10][CH3:11])=[O:8])[C:4]([O:6][CH2:14][CH2:15][CH2:16][CH2:17][CH3:18])=[O:5])[CH3:11]. The yield is 0.620. (5) The reactants are [C:1]([O:4][C:5]1[CH:14]=[CH:13][C:12]2[C:7](=[CH:8][CH:9]=[CH:10][CH:11]=2)[C:6]=1[C:15]1[C:24]2[C:19](=[CH:20][CH:21]=[CH:22][CH:23]=2)[CH:18]=[CH:17][C:16]=1OC=C)(=[O:3])[CH3:2].O. The catalyst is CO.C1COCC1. The product is [C:1]([O:4][C:5]1[C:6]([C:15]2[C:24]3[C:19](=[CH:20][CH:21]=[CH:22][CH:23]=3)[CH:18]=[CH:17][CH:16]=2)=[C:7]2[C:12](=[CH:13][CH:14]=1)[CH:11]=[CH:10][CH:9]=[CH:8]2)(=[O:3])[CH3:2]. The yield is 0.660. (6) The reactants are [Si:1]([O:8][C:9]1[C:17]2[N:16]=[C:15]([CH:18]([F:20])[F:19])[N:14]([C:21]3[N:26]=[C:25](Cl)[N:24]=[C:23]([N:28]4[CH2:33][CH2:32][O:31][CH2:30][CH2:29]4)[N:22]=3)[C:13]=2[CH:12]=[CH:11][CH:10]=1)([C:4]([CH3:7])([CH3:6])[CH3:5])([CH3:3])[CH3:2].[CH3:34][N:35]([CH:43]1[CH2:48][CH2:47][NH:46][CH2:45][CH2:44]1)[C:36](=[O:42])[O:37][C:38]([CH3:41])([CH3:40])[CH3:39].CCN(C(C)C)C(C)C. The yield is 0.810. The catalyst is C1COCC1. The product is [Si:1]([O:8][C:9]1[C:17]2[N:16]=[C:15]([CH:18]([F:20])[F:19])[N:14]([C:21]3[N:22]=[C:23]([N:28]4[CH2:33][CH2:32][O:31][CH2:30][CH2:29]4)[N:24]=[C:25]([N:46]4[CH2:45][CH2:44][CH:43]([N:35]([CH3:34])[C:36](=[O:42])[O:37][C:38]([CH3:39])([CH3:40])[CH3:41])[CH2:48][CH2:47]4)[N:26]=3)[C:13]=2[CH:12]=[CH:11][CH:10]=1)([C:4]([CH3:7])([CH3:6])[CH3:5])([CH3:3])[CH3:2]. (7) The reactants are C([O:8][C:9]([C@H:11]([N:13]1[C:18](=[O:19])[C@@H:17]([OH:20])[C@@H:16]([OH:21])[CH2:15][O:14]1)[CH3:12])=[O:10])C1C=CC=CC=1. The catalyst is CCOC(C)=O.[Pd]. The product is [C:9]([C@H:11]([N:13]1[C:18](=[O:19])[C@@H:17]([OH:20])[C@@H:16]([OH:21])[CH2:15][O:14]1)[CH3:12])([OH:10])=[O:8]. The yield is 0.980.